Predict the product of the given reaction. From a dataset of Forward reaction prediction with 1.9M reactions from USPTO patents (1976-2016). The product is: [Cl:1][C:2]1[CH:3]=[C:4]([C@@H:9]([CH2:10][NH:11][CH3:21])[C@@H:12]([C:13]2[CH:14]=[CH:15][CH:16]=[CH:17][CH:18]=2)[OH:19])[CH:5]=[CH:6][C:7]=1[Cl:8]. Given the reactants [Cl:1][C:2]1[CH:3]=[C:4]([CH:9]([CH:12]([OH:19])[C:13]2[CH:18]=[CH:17][CH:16]=[CH:15][CH:14]=2)[C:10]#[N:11])[CH:5]=[CH:6][C:7]=1[Cl:8].[Li+].[CH3:21]C([N-]C(C)C)C.ClC1C=C(CC#N)C=CC=1Cl.C(=O)C1C=CC=CC=1, predict the reaction product.